This data is from Retrosynthesis with 50K atom-mapped reactions and 10 reaction types from USPTO. The task is: Predict the reactants needed to synthesize the given product. (1) The reactants are: CC(C)(C)OC(=O)Cn1ccc2cc(C(=O)OCc3ccccc3)ccc21. Given the product CC(C)(C)OC(=O)Cn1ccc2cc(C(=O)O)ccc21, predict the reactants needed to synthesize it. (2) Given the product C[C@@H](Oc1cccc2ncnc(Nc3ccc(OCc4ccccn4)c(Cl)c3)c12)C(=O)N1CCCC1, predict the reactants needed to synthesize it. The reactants are: C1CCNC1.COC(=O)[C@@H](C)Oc1cccc2ncnc(Nc3ccc(OCc4ccccn4)c(Cl)c3)c12.